This data is from Forward reaction prediction with 1.9M reactions from USPTO patents (1976-2016). The task is: Predict the product of the given reaction. (1) Given the reactants [NH2:1][C:2]1[C:3]([NH:13][C@@H:14]2[CH2:19][CH2:18][C@H:17]([C:20]([NH:22][CH:23]([CH3:25])[CH3:24])=[O:21])[CH2:16][CH2:15]2)=[CH:4][C:5]([O:8][CH2:9][CH2:10][O:11][CH3:12])=[N:6][CH:7]=1.[F:26][C:27]1[CH:37]=[CH:36][C:30]([C:31]([N:33]=[C:34]=S)=[O:32])=[CH:29][CH:28]=1.CCN(C(C)C)C(C)C.C(Cl)CCl, predict the reaction product. The product is: [F:26][C:27]1[CH:28]=[CH:29][C:30]([C:31](/[N:33]=[C:34]2/[N:13]([C@H:14]3[CH2:19][CH2:18][C@@H:17]([C:20](=[O:21])[NH:22][CH:23]([CH3:25])[CH3:24])[CH2:16][CH2:15]3)[C:3]3[CH:4]=[C:5]([O:8][CH2:9][CH2:10][O:11][CH3:12])[N:6]=[CH:7][C:2]=3[NH:1]/2)=[O:32])=[CH:36][CH:37]=1. (2) Given the reactants [Br-].[C:2]1([S+:8]2[C:12]3[CH:13]=[CH:14][CH:15]=[CH:16][C:11]=3[C:10]3[CH:17]=[CH:18][CH:19]=[CH:20][C:9]2=3)[CH:7]=[CH:6][CH:5]=[CH:4][CH:3]=1.[OH:21][C:22]12[CH2:31][CH:26]3[CH2:27][CH:28]([CH2:30][CH:24]([CH2:25]3)[CH2:23]1)[CH2:29]2.[C:32]([O:35][CH:36]([CH3:47])[C:37]([F:46])([F:45])[C:38]([F:44])([F:43])[S:39]([O-:42])(=[O:41])=[O:40])(=[O:34])[CH3:33].[Na].O, predict the reaction product. The product is: [OH:21][C:22]12[CH2:23][CH:24]3[CH2:30][CH:28]([CH2:27][C:26]([CH2:33][C:32]([O:35][CH:36]([CH3:47])[C:37]([F:46])([F:45])[C:38]([F:44])([F:43])[S:39]([O-:42])(=[O:41])=[O:40])=[O:34])([CH2:25]3)[CH2:31]1)[CH2:29]2.[C:2]1([S+:8]2[C:9]3[CH:20]=[CH:19][CH:18]=[CH:17][C:10]=3[C:11]3[CH:16]=[CH:15][CH:14]=[CH:13][C:12]2=3)[CH:7]=[CH:6][CH:5]=[CH:4][CH:3]=1.